From a dataset of Reaction yield outcomes from USPTO patents with 853,638 reactions. Predict the reaction yield, written as a fraction of the theoretical maximum amount of product (1.0 means a 100% yield; for example, 0.34 means a 34% yield). (1) The reactants are [Cl:1][C:2]1[C:7]([C:8]([NH2:10])=[O:9])=[C:6]([OH:11])[C:5]([NH:12][C:13]2[C:16](=[O:17])[C:15](=[O:18])[C:14]=2Cl)=[CH:4][CH:3]=1.[F:20][C:21]1[CH:27]=[CH:26][CH:25]=[CH:24][C:22]=1[NH2:23]. The catalyst is CS(C)=O. The product is [Cl:1][C:2]1[C:7]([C:8]([NH2:10])=[O:9])=[C:6]([OH:11])[C:5]([NH:12][C:13]2[C:16](=[O:17])[C:15](=[O:18])[C:14]=2[NH:23][C:22]2[CH:24]=[CH:25][CH:26]=[CH:27][C:21]=2[F:20])=[CH:4][CH:3]=1. The yield is 1.00. (2) The reactants are [N:1]1([C:6]2[CH:11]=[CH:10][CH:9]=[CH:8][C:7]=2[P:12]2[C:17]([CH3:19])([CH3:18])[CH2:16][C:15](=O)[CH2:14][C:13]2([CH3:22])[CH3:21])[CH:5]=[CH:4][CH:3]=[CH:2]1.C(O)COCCO.O.NN.[OH-].[K+]. The catalyst is O.C(OCC)(=O)C. The product is [CH3:21][C:13]1([CH3:22])[CH2:14][CH2:15][CH2:16][C:17]([CH3:18])([CH3:19])[P:12]1[C:7]1[CH:8]=[CH:9][CH:10]=[CH:11][C:6]=1[N:1]1[CH:5]=[CH:4][CH:3]=[CH:2]1. The yield is 0.970. (3) The reactants are [CH3:1][C:2]1[N:7]=[CH:6][C:5]([C:8]2([C:14](=O)[CH3:15])[CH2:13][CH2:12][O:11][CH2:10][CH2:9]2)=[CH:4][N:3]=1.N.[BH3-]C#[N:20].[Na+]. The catalyst is CCO. The product is [CH3:1][C:2]1[N:7]=[CH:6][C:5]([C:8]2([CH:14]([NH2:20])[CH3:15])[CH2:13][CH2:12][O:11][CH2:10][CH2:9]2)=[CH:4][N:3]=1. The yield is 0.333. (4) The reactants are [OH:1][C:2]1[CH:3]=[C:4]2[C:9](=[CH:10][CH:11]=1)[CH2:8][CH:7]([CH2:12][OH:13])[CH2:6][CH2:5]2.CCN(CC)CC.[CH3:21][S:22](Cl)(=[O:24])=[O:23]. The catalyst is C(Cl)Cl. The product is [CH3:21][S:22]([O:13][CH2:12][CH:7]1[CH2:6][CH2:5][C:4]2[C:9](=[CH:10][CH:11]=[C:2]([O:1][S:22]([CH3:21])(=[O:24])=[O:23])[CH:3]=2)[CH2:8]1)(=[O:24])=[O:23]. The yield is 0.950. (5) The reactants are [CH3:1][O:2][C:3]([C:5]1([C:8]2[CH:13]=[CH:12][C:11]([OH:14])=[C:10]([C:15](=[N:17][OH:18])[CH3:16])[CH:9]=2)[CH2:7][CH2:6]1)=[O:4].[CH3:19][C:20](OC(C)=O)=[O:21]. No catalyst specified. The product is [C:20]([O:18]/[N:17]=[C:15](/[C:10]1[CH:9]=[C:8]([C:5]2([C:3]([O:2][CH3:1])=[O:4])[CH2:7][CH2:6]2)[CH:13]=[CH:12][C:11]=1[OH:14])\[CH3:16])(=[O:21])[CH3:19]. The yield is 0.990. (6) The reactants are [N:1]1[C:10]2[C:5](=[CH:6][C:7]([CH:11]=O)=[CH:8][CH:9]=2)[CH:4]=[CH:3][CH:2]=1.[Br-].[O:14]1CCO[CH:15]1[CH2:19][P+](C1C=CC=CC=1)(C1C=CC=CC=1)C1C=CC=CC=1.COCCOCCN(CCOCCOC)CCOCCOC.Cl. The catalyst is ClCCl.C([O-])([O-])=O.[K+].[K+].C(OCC)(=O)C. The product is [N:1]1[C:10]2[C:5](=[CH:6][C:7]([CH:11]=[CH:19][CH:15]=[O:14])=[CH:8][CH:9]=2)[CH:4]=[CH:3][CH:2]=1. The yield is 0.650.